From a dataset of Forward reaction prediction with 1.9M reactions from USPTO patents (1976-2016). Predict the product of the given reaction. The product is: [CH:21]([C:22]1[CH:30]=[CH:29][C:27]([O:28][CH2:2][C:3]2[N:4]=[C:5]([N:9]3[CH2:14][CH2:13][CH:12]([C:15]([O:17][CH2:18][CH3:19])=[O:16])[CH2:11][CH2:10]3)[S:6][C:7]=2[CH3:8])=[C:24]([O:25][CH3:26])[CH:23]=1)=[O:20]. Given the reactants Cl[CH2:2][C:3]1[N:4]=[C:5]([N:9]2[CH2:14][CH2:13][CH:12]([C:15]([O:17][CH2:18][CH3:19])=[O:16])[CH2:11][CH2:10]2)[S:6][C:7]=1[CH3:8].[O:20]=[CH:21][C:22]1[CH:30]=[CH:29][C:27]([OH:28])=[C:24]([O:25][CH3:26])[CH:23]=1.C(=O)([O-])[O-].[K+].[K+].CN(C)C=O, predict the reaction product.